This data is from Forward reaction prediction with 1.9M reactions from USPTO patents (1976-2016). The task is: Predict the product of the given reaction. (1) Given the reactants [N:1]1[C:5]2[CH:6]=[CH:7][C:8]([C:10]([OH:12])=O)=[CH:9][C:4]=2[NH:3][CH:2]=1.O=S(Cl)Cl.N12CCCN=C1CCC[CH2:19][CH2:18]2.[N+:28]([CH2:30][C:31]([O-:33])=[O:32])#[C-:29], predict the reaction product. The product is: [N:1]1[C:5]2[CH:6]=[CH:7][C:8]([C:10]3[O:12][CH:29]=[N:28][C:30]=3[C:31]([O:33][CH2:18][CH3:19])=[O:32])=[CH:9][C:4]=2[NH:3][CH:2]=1. (2) Given the reactants [Cl:1][C:2]1[CH:35]=[CH:34][CH:33]=[C:32]([C:36]([F:39])([F:38])[F:37])[C:3]=1[C:4]([N:6]1[C:14]2[C:9](=[CH:10][CH:11]=[C:12]([N:15]3[CH2:19][CH2:18][NH:17][C:16]3=[O:20])[CH:13]=2)[C:8]([C:21]2[CH:30]=[CH:29][C:24]([C:25]([O:27]C)=[O:26])=[CH:23][C:22]=2[F:31])=[N:7]1)=[O:5].O[Li].O.O.Cl, predict the reaction product. The product is: [Cl:1][C:2]1[CH:35]=[CH:34][CH:33]=[C:32]([C:36]([F:39])([F:38])[F:37])[C:3]=1[C:4]([N:6]1[C:14]2[C:9](=[CH:10][CH:11]=[C:12]([N:15]3[CH2:19][CH2:18][NH:17][C:16]3=[O:20])[CH:13]=2)[C:8]([C:21]2[CH:30]=[CH:29][C:24]([C:25]([OH:27])=[O:26])=[CH:23][C:22]=2[F:31])=[N:7]1)=[O:5]. (3) Given the reactants [Br:1][C:2]1[CH:7]=[CH:6][C:5]([OH:8])=[C:4]([C:9]2[O:10][C:11]3[CH:17]=[CH:16][C:15]([C:18]([CH3:21])([CH3:20])[CH3:19])=[CH:14][C:12]=3[N:13]=2)[CH:3]=1.[CH2:22](Br)[CH:23]=[CH:24][C:25]1[CH:30]=[CH:29][CH:28]=[CH:27][CH:26]=1, predict the reaction product. The product is: [Br:1][C:2]1[CH:7]=[CH:6][C:5]([O:8][CH2:22]/[CH:23]=[CH:24]/[C:25]2[CH:30]=[CH:29][CH:28]=[CH:27][CH:26]=2)=[C:4]([C:9]2[O:10][C:11]3[CH:17]=[CH:16][C:15]([C:18]([CH3:21])([CH3:20])[CH3:19])=[CH:14][C:12]=3[N:13]=2)[CH:3]=1. (4) Given the reactants Cl[CH2:2][C:3]([C:5]1[CH:10]=[CH:9][CH:8]=[C:7]([C@@H:11]([O:18][CH3:19])[CH2:12][CH2:13][CH2:14][CH2:15][CH2:16][CH3:17])[C:6]=1[O:20][CH3:21])=O.[NH2:22][C:23]([NH2:25])=[S:24], predict the reaction product. The product is: [CH3:21][O:20][C:6]1[C:7]([C@@H:11]([O:18][CH3:19])[CH2:12][CH2:13][CH2:14][CH2:15][CH2:16][CH3:17])=[CH:8][CH:9]=[CH:10][C:5]=1[C:3]1[N:22]=[C:23]([NH2:25])[S:24][CH:2]=1. (5) Given the reactants [CH2:1]([C:3]1[N:13]([CH2:14][C:15]2[CH:20]=[CH:19][C:18]([NH:21][CH2:22][CH:23]3[CH2:28][CH2:27][NH:26][CH2:25][CH2:24]3)=[CH:17][CH:16]=2)[C:6]2=[N:7][C:8]([CH3:12])=[CH:9][C:10]([CH3:11])=[C:5]2[N:4]=1)[CH3:2].C(O)(=O)C.[O:33]1[CH2:38][CH2:37][C:36](=O)[CH2:35][CH2:34]1.C(O[BH-](OC(=O)C)OC(=O)C)(=O)C.[Na+].[OH-].[Na+], predict the reaction product. The product is: [CH2:1]([C:3]1[N:13]([CH2:14][C:15]2[CH:20]=[CH:19][C:18]([NH:21][CH2:22][CH:23]3[CH2:28][CH2:27][N:26]([CH:36]4[CH2:37][CH2:38][O:33][CH2:34][CH2:35]4)[CH2:25][CH2:24]3)=[CH:17][CH:16]=2)[C:6]2=[N:7][C:8]([CH3:12])=[CH:9][C:10]([CH3:11])=[C:5]2[N:4]=1)[CH3:2]. (6) Given the reactants [OH-:1].[Na+].N[C:4](=[O:28])[CH2:5][C@H:6]1[C@H:12]([C:13]2[CH:18]=[CH:17][C:16]([Cl:19])=[C:15]([Cl:20])[CH:14]=2)[O:11][CH2:10][CH2:9][N:8]([C:21]([O:23][C:24]([CH3:27])([CH3:26])[CH3:25])=[O:22])[CH2:7]1.Cl, predict the reaction product. The product is: [C:24]([O:23][C:21]([N:8]1[CH2:7][C@@H:6]([CH2:5][C:4]([OH:28])=[O:1])[C@H:12]([C:13]2[CH:18]=[CH:17][C:16]([Cl:19])=[C:15]([Cl:20])[CH:14]=2)[O:11][CH2:10][CH2:9]1)=[O:22])([CH3:27])([CH3:26])[CH3:25]. (7) Given the reactants [S:1]1[C:5]2[C:6](B(O)O)=[CH:7][CH:8]=[CH:9][C:4]=2[CH:3]=[CH:2]1.[C:13]([O:17][C:18]([N:20]1[CH2:25][CH2:24][CH:23]([N:26]2[CH:30]=[C:29]([C:31]3[CH:36]=[N:35][C:34]([NH2:37])=[C:33]4[O:38][C:39](Cl)=[CH:40][C:32]=34)[CH:28]=[N:27]2)[CH2:22][CH2:21]1)=[O:19])([CH3:16])([CH3:15])[CH3:14].C([O-])([O-])=O.[K+].[K+], predict the reaction product. The product is: [NH2:37][C:34]1[N:35]=[CH:36][C:31]([C:29]2[CH:28]=[N:27][N:26]([CH:23]3[CH2:24][CH2:25][N:20]([C:18]([O:17][C:13]([CH3:16])([CH3:15])[CH3:14])=[O:19])[CH2:21][CH2:22]3)[CH:30]=2)=[C:32]2[CH:40]=[C:39]([C:6]3[C:5]4[S:1][CH:2]=[CH:3][C:4]=4[CH:9]=[CH:8][CH:7]=3)[O:38][C:33]=12. (8) Given the reactants [F:1][C:2]1[CH:7]=[CH:6][CH:5]=[CH:4][C:3]=1[S:8][C:9]1[C:17]2[C:12](=[CH:13][CH:14]=[CH:15][CH:16]=2)[NH:11][N:10]=1.Cl[C:19]1[N:24]=[C:23]([NH2:25])[C:22]([N+:26]([O-:28])=[O:27])=[C:21]([NH2:29])[N:20]=1.C1(P(C2CCCCC2)C2C=CC=CC=2C2C(C(C)C)=CC(C(C)C)=CC=2C(C)C)CCCCC1.C(=O)([O-])[O-].[Cs+].[Cs+], predict the reaction product. The product is: [F:1][C:2]1[CH:7]=[CH:6][CH:5]=[CH:4][C:3]=1[S:8][C:9]1[C:17]2[C:12](=[CH:13][CH:14]=[CH:15][CH:16]=2)[N:11]([C:19]2[N:20]=[C:21]([NH2:29])[C:22]([N+:26]([O-:28])=[O:27])=[C:23]([NH2:25])[N:24]=2)[N:10]=1. (9) Given the reactants [C:1](OC)(OC)(OC)[CH2:2][CH2:3][CH2:4][CH3:5].[CH3:12][S:13]([CH2:16][CH2:17][O:18][CH2:19][CH2:20][NH:21][C:22]1[C:31]2[C:26](=[CH:27][CH:28]=[CH:29][CH:30]=2)[N:25]=[CH:24][C:23]=1[NH2:32])(=[O:15])=[O:14].Cl.N1C=CC=CC=1, predict the reaction product. The product is: [CH2:2]([C:1]1[N:21]([CH2:20][CH2:19][O:18][CH2:17][CH2:16][S:13]([CH3:12])(=[O:15])=[O:14])[C:22]2[C:31]3[CH:30]=[CH:29][CH:28]=[CH:27][C:26]=3[N:25]=[CH:24][C:23]=2[N:32]=1)[CH2:3][CH2:4][CH3:5]. (10) Given the reactants [CH3:1][CH:2]([CH3:17])[C@H:3]([N:7]1[CH2:15][C:14]2[C:9](=[CH:10][CH:11]=[CH:12][CH:13]=2)[C:8]1=[O:16])[C:4]([OH:6])=O.CCN(C(C)C)C(C)C.CN(C(ON1N=NC2C=CC=NC1=2)=[N+](C)C)C.F[P-](F)(F)(F)(F)F.[C:51]([O:55][C@H:56]1[CH2:60][NH:59][C@H:58]([C:61]([NH:63][CH2:64][C:65]2[CH:70]=[CH:69][C:68]([C:71]3[S:75][CH:74]=[N:73][C:72]=3[CH3:76])=[CH:67][C:66]=2[OH:77])=[O:62])[CH2:57]1)([CH3:54])([CH3:53])[CH3:52], predict the reaction product. The product is: [C:51]([O:55][C@H:56]1[CH2:60][N:59]([C:4](=[O:6])[C@@H:3]([N:7]2[CH2:15][C:14]3[C:9](=[CH:10][CH:11]=[CH:12][CH:13]=3)[C:8]2=[O:16])[CH:2]([CH3:1])[CH3:17])[C@H:58]([C:61]([NH:63][CH2:64][C:65]2[CH:70]=[CH:69][C:68]([C:71]3[S:75][CH:74]=[N:73][C:72]=3[CH3:76])=[CH:67][C:66]=2[OH:77])=[O:62])[CH2:57]1)([CH3:54])([CH3:53])[CH3:52].